Dataset: Full USPTO retrosynthesis dataset with 1.9M reactions from patents (1976-2016). Task: Predict the reactants needed to synthesize the given product. (1) Given the product [NH2:1][C:2]1[CH:3]=[C:4]([CH:16]=[C:17]([C:19]#[CH:20])[CH:18]=1)[C:5]([NH:7][CH2:8][CH2:9][N:10]1[CH2:15][CH2:14][O:13][CH2:12][CH2:11]1)=[O:6], predict the reactants needed to synthesize it. The reactants are: [NH2:1][C:2]1[CH:3]=[C:4]([CH:16]=[C:17]([C:19]#[C:20][Si](C(C)C)(C(C)C)C(C)C)[CH:18]=1)[C:5]([NH:7][CH2:8][CH2:9][N:10]1[CH2:15][CH2:14][O:13][CH2:12][CH2:11]1)=[O:6].CCCC[N+](CCCC)(CCCC)CCCC.[F-]. (2) Given the product [CH2:1]([C:3]1[CH:30]=[CH:29][C:6]([C:7]([N:9]2[CH2:14][CH2:13][C:12]3([O:19][C:18]4[CH:20]=[CH:21][CH:22]=[CH:23][C:17]=4[N:16]4[C:24](/[CH:27]=[N:34]\[OH:35])=[CH:25][CH:26]=[C:15]34)[CH2:11][CH2:10]2)=[O:8])=[CH:5][C:4]=1[O:31][CH3:32])[CH3:2], predict the reactants needed to synthesize it. The reactants are: [CH2:1]([C:3]1[CH:30]=[CH:29][C:6]([C:7]([N:9]2[CH2:14][CH2:13][C:12]3([O:19][C:18]4[CH:20]=[CH:21][CH:22]=[CH:23][C:17]=4[N:16]4[C:24]([CH:27]=O)=[CH:25][CH:26]=[C:15]34)[CH2:11][CH2:10]2)=[O:8])=[CH:5][C:4]=1[O:31][CH3:32])[CH3:2].Cl.[NH2:34][OH:35].C([O-])(=O)C.[Na+]. (3) Given the product [CH2:1]([N:8]1[C:16]2[C:11](=[CH:12][CH:13]=[CH:14][CH:15]=2)[C:10]([CH:17]=[N:20][OH:21])=[CH:9]1)[C:2]1[CH:7]=[CH:6][CH:5]=[CH:4][CH:3]=1, predict the reactants needed to synthesize it. The reactants are: [CH2:1]([N:8]1[C:16]2[C:11](=[CH:12][CH:13]=[CH:14][CH:15]=2)[C:10]([CH:17]=O)=[CH:9]1)[C:2]1[CH:7]=[CH:6][CH:5]=[CH:4][CH:3]=1.Cl.[NH2:20][OH:21]. (4) The reactants are: [N+:1]([C:4]1[CH:5]=[C:6]2[C:11](=[CH:12][CH:13]=1)[NH:10][C:9](=O)[NH:8][C:7]2=O)([O-:3])=[O:2].[CH2:16]([NH2:20])[CH2:17][CH2:18][CH3:19]. Given the product [CH2:16]([NH:20][C:9]1[N:8]=[C:7]([NH:1][CH2:4][CH:5]=[C:6]([CH3:11])[CH3:7])[C:6]2[C:11](=[CH:12][CH:13]=[C:4]([N+:1]([O-:3])=[O:2])[CH:5]=2)[N:10]=1)[CH2:17][CH2:18][CH3:19], predict the reactants needed to synthesize it. (5) Given the product [CH3:23][C:21]1[S:22][C:18]([C:16]2[N:4]=[C:2]([NH:1][C:5]3[CH:6]=[C:7]([CH:11]=[CH:12][CH:13]=3)[C:8]([NH2:10])=[O:9])[S:3][CH:15]=2)=[C:19]([CH3:24])[N:20]=1, predict the reactants needed to synthesize it. The reactants are: [NH:1]([C:5]1[CH:6]=[C:7]([CH:11]=[CH:12][CH:13]=1)[C:8]([NH2:10])=[O:9])[C:2]([NH2:4])=[S:3].Br[CH2:15][C:16]([C:18]1[S:22][C:21]([CH3:23])=[N:20][C:19]=1[CH3:24])=O.Br. (6) Given the product [NH2:28][C:26]1[N:25]=[CH:24][N:23]=[C:22]2[N:21]([CH:29]3[CH2:34][CH2:33][N:32]([CH2:35][C:36]4[NH:37][CH:38]=[CH:39][N:40]=4)[CH2:31][CH2:30]3)[N:20]=[C:19]([C:16]3[CH:17]=[CH:18][C:13]([NH:12][C:9](=[O:10])[CH2:8][CH2:7][C:1]4[CH:6]=[CH:5][CH:4]=[CH:3][CH:2]=4)=[C:14]([O:41][CH3:42])[CH:15]=3)[C:27]=12, predict the reactants needed to synthesize it. The reactants are: [C:1]1([CH2:7][CH2:8][C:9](Cl)=[O:10])[CH:6]=[CH:5][CH:4]=[CH:3][CH:2]=1.[NH2:12][C:13]1[CH:18]=[CH:17][C:16]([C:19]2[C:27]3[C:22](=[N:23][CH:24]=[N:25][C:26]=3[NH2:28])[N:21]([CH:29]3[CH2:34][CH2:33][N:32]([CH2:35][C:36]4[NH:37][CH:38]=[CH:39][N:40]=4)[CH2:31][CH2:30]3)[N:20]=2)=[CH:15][C:14]=1[O:41][CH3:42]. (7) Given the product [F:17][C:12]1[CH:11]=[C:10]([O:9][C:7]2[CH:6]=[CH:5][N:4]=[C:3]([C:1]3[O:21][N:20]=[C:18]([CH3:19])[CH:2]=3)[CH:8]=2)[CH:15]=[CH:14][C:13]=1[NH2:16], predict the reactants needed to synthesize it. The reactants are: [C:1]([C:3]1[CH:8]=[C:7]([O:9][C:10]2[CH:15]=[CH:14][C:13]([NH2:16])=[C:12]([F:17])[CH:11]=2)[CH:6]=[CH:5][N:4]=1)#[CH:2].[CH:18](=[N:20][OH:21])[CH3:19].C(N(CC)CC)C.ClN1C(=O)CCC1=O.